Dataset: Forward reaction prediction with 1.9M reactions from USPTO patents (1976-2016). Task: Predict the product of the given reaction. (1) Given the reactants C([N:4]1[CH2:16][C:14]2=[C:15]3[C:10](=[CH:11][CH:12]=[CH:13]2)[C:9]2[CH2:17][CH2:18][CH2:19][CH2:20][CH2:21][CH2:22][C:8]=2[N:7]3[CH2:6][CH2:5]1)(=O)C.Cl, predict the reaction product. The product is: [CH2:6]1[N:7]2[C:15]3[C:10]([C:9]4[CH2:17][CH2:18][CH2:19][CH2:20][CH2:21][CH2:22][C:8]=42)=[CH:11][CH:12]=[CH:13][C:14]=3[CH2:16][NH:4][CH2:5]1. (2) Given the reactants [C:1]([C:4]1[C:5](=[O:34])[N:6]([CH3:33])[C:7]2[C:12]([C:13]=1[NH:14]C(=O)C)=[CH:11][C:10]([C:18]1[CH:23]=[CH:22][C:21]([Cl:24])=[CH:20][CH:19]=1)=[C:9]([C:25]1[CH:30]=[CH:29][C:28]([Cl:31])=[CH:27][C:26]=1[Cl:32])[N:8]=2)(=[O:3])[CH3:2].Cl, predict the reaction product. The product is: [C:1]([C:4]1[C:5](=[O:34])[N:6]([CH3:33])[C:7]2[C:12]([C:13]=1[NH2:14])=[CH:11][C:10]([C:18]1[CH:19]=[CH:20][C:21]([Cl:24])=[CH:22][CH:23]=1)=[C:9]([C:25]1[CH:30]=[CH:29][C:28]([Cl:31])=[CH:27][C:26]=1[Cl:32])[N:8]=2)(=[O:3])[CH3:2].